From a dataset of Forward reaction prediction with 1.9M reactions from USPTO patents (1976-2016). Predict the product of the given reaction. (1) The product is: [CH3:47][O:46][C:41]1[CH:42]=[CH:43][CH:44]=[CH:45][C:40]=1[C:37]1[CH:38]=[C:39]2[C:34](=[CH:35][CH:36]=1)[NH:33][C:32]([CH3:49])([CH3:48])[CH:31]=[C:30]2[CH2:29][NH:10][C:11]1[CH:16]=[CH:15][CH:14]=[CH:13][CH:12]=1. Given the reactants COC(=O)CSCC1[C:16]2[C:11](=[CH:12][CH:13]=[C:14](C3C=CC=CC=3OC)[CH:15]=2)[NH:10]C(C)(C)C=1.Br[CH2:29][C:30]1[C:39]2[C:34](=[CH:35][CH:36]=[C:37]([C:40]3[CH:45]=[CH:44][CH:43]=[CH:42][C:41]=3[O:46][CH3:47])[CH:38]=2)[NH:33][C:32]([CH3:49])([CH3:48])[CH:31]=1.C(=O)([O-])[O-].[K+].[K+].C(OC)(=O)CS, predict the reaction product. (2) Given the reactants [CH3:1][NH:2][CH3:3].O1CCCC1.[Br:9][CH2:10]/[CH:11]=[CH:12]/[C:13](Cl)=[O:14], predict the reaction product. The product is: [Br:9][CH2:10]/[CH:11]=[CH:12]/[C:13]([N:2]([CH3:3])[CH3:1])=[O:14].